Dataset: Reaction yield outcomes from USPTO patents with 853,638 reactions. Task: Predict the reaction yield, written as a fraction of the theoretical maximum amount of product (1.0 means a 100% yield; for example, 0.34 means a 34% yield). (1) The reactants are [CH:1]([N:4]1[C:10]2[CH:11]=[CH:12][CH:13]=[CH:14][C:9]=2[O:8][C@H:7]([C:15]2[CH:20]=[CH:19][CH:18]=[CH:17][CH:16]=2)[C@H:6]([NH:21]C(=O)OC(C)(C)C)[C:5]1=[O:29])([CH3:3])[CH3:2].FC(F)(F)C(O)=O. The catalyst is ClCCl. The product is [NH2:21][C@@H:6]1[C:5](=[O:29])[N:4]([CH:1]([CH3:3])[CH3:2])[C:10]2[CH:11]=[CH:12][CH:13]=[CH:14][C:9]=2[O:8][C@@H:7]1[C:15]1[CH:20]=[CH:19][CH:18]=[CH:17][CH:16]=1. The yield is 0.990. (2) The reactants are C(OC([N:8]1[CH2:13][CH2:12][CH:11]([C:14]([NH:16][C:17]2[CH:32]=[CH:31][C:30]([I:33])=[CH:29][C:18]=2[C:19]([NH:21][C:22]2[CH:27]=[CH:26][C:25]([Cl:28])=[CH:24][N:23]=2)=[O:20])=[O:15])[CH2:10][CH2:9]1)=O)(C)(C)C.C1(OC)C=CC=CC=1.[F:42][C:43]([F:48])([F:47])[C:44]([OH:46])=[O:45]. The catalyst is ClCCl. The product is [F:42][C:43]([F:48])([F:47])[C:44]([OH:46])=[O:45].[Cl:28][C:25]1[CH:26]=[CH:27][C:22]([NH:21][C:19](=[O:20])[C:18]2[CH:29]=[C:30]([I:33])[CH:31]=[CH:32][C:17]=2[NH:16][C:14]([CH:11]2[CH2:10][CH2:9][NH:8][CH2:13][CH2:12]2)=[O:15])=[N:23][CH:24]=1. The yield is 0.900. (3) The reactants are Cl[C:2]1[N:7]=[C:6]([C:8]([NH2:10])=[O:9])[C:5]([CH3:11])=[N:4][C:3]=1[CH3:12].[F:13][C:14]1[CH:19]=[C:18](B2OC(C)(C)C(C)(C)O2)[CH:17]=[CH:16][C:15]=1[OH:29].P([O-])([O-])([O-])=O.[K+].[K+].[K+].C(O)C. The catalyst is COCCOC.C1C=CC(P(C2C=CC=CC=2)[C-]2C=CC=C2)=CC=1.C1C=CC(P(C2C=CC=CC=2)[C-]2C=CC=C2)=CC=1.Cl[Pd]Cl.[Fe+2].C(Cl)Cl.O. The product is [F:13][C:14]1[CH:19]=[C:18]([C:2]2[N:7]=[C:6]([C:8]([NH2:10])=[O:9])[C:5]([CH3:11])=[N:4][C:3]=2[CH3:12])[CH:17]=[CH:16][C:15]=1[OH:29]. The yield is 0.696. (4) The reactants are [Cl:1][C:2]1[CH:7]=[CH:6][C:5]([NH:8][C:9]([NH:11][C:12]2[CH:17]=[CH:16][CH:15]=[CH:14][CH:13]=2)=[O:10])=[CH:4][C:3]=1[C:18]1[C:19](=[O:32])[N:20]([CH2:30][CH3:31])[C:21]2[C:26]([CH:27]=1)=[CH:25][N:24]=[C:23]([NH:28][CH3:29])[CH:22]=2.CC#N.[CH3:36][S:37]([OH:40])(=[O:39])=[O:38].O. The catalyst is CCOC(C)=O. The product is [CH3:36][S:37]([OH:40])(=[O:39])=[O:38].[Cl:1][C:2]1[CH:7]=[CH:6][C:5]([NH:8][C:9]([NH:11][C:12]2[CH:13]=[CH:14][CH:15]=[CH:16][CH:17]=2)=[O:10])=[CH:4][C:3]=1[C:18]1[C:19](=[O:32])[N:20]([CH2:30][CH3:31])[C:21]2[C:26]([CH:27]=1)=[CH:25][N:24]=[C:23]([NH:28][CH3:29])[CH:22]=2. The yield is 0.850.